Predict the reaction yield, written as a fraction of the theoretical maximum amount of product (1.0 means a 100% yield; for example, 0.34 means a 34% yield). From a dataset of Reaction yield outcomes from USPTO patents with 853,638 reactions. The reactants are C(N(CC)CC)C.[Cl:8][C:9]1[C:10]([N:15]2[CH:19]([C:20]([O:22][CH2:23][CH3:24])=[O:21])[CH2:18][C:17](=[O:25])[NH:16]2)=[N:11][CH:12]=[CH:13][CH:14]=1.[C:26]1([CH3:36])[CH:31]=[CH:30][C:29]([S:32](Cl)(=[O:34])=[O:33])=[CH:28][CH:27]=1. The catalyst is ClCCl.C1(C)C=CC(S(Cl)(=O)=O)=CC=1.C(N(CC)CC)C. The product is [Cl:8][C:9]1[C:10]([N:15]2[CH:19]([C:20]([O:22][CH2:23][CH3:24])=[O:21])[CH2:18][C:17]([O:25][S:32]([C:29]3[CH:30]=[CH:31][C:26]([CH3:36])=[CH:27][CH:28]=3)(=[O:34])=[O:33])=[N:16]2)=[N:11][CH:12]=[CH:13][CH:14]=1. The yield is 0.870.